This data is from Catalyst prediction with 721,799 reactions and 888 catalyst types from USPTO. The task is: Predict which catalyst facilitates the given reaction. Reactant: [BH-](OC(C)=O)(OC(C)=O)OC(C)=O.[Na+].[CH3:15][CH:16]1[CH2:21][CH2:20][NH:19][CH2:18][CH2:17]1.O.Cl.[CH2:24]([N:31]1[CH2:36][CH2:35][CH2:34][C:33](=O)[CH2:32]1)[C:25]1[CH:30]=[CH:29][CH:28]=[CH:27][CH:26]=1.C(=O)(O)[O-].[Na+]. Product: [CH2:24]([N:31]1[CH2:36][CH2:35][CH2:34][CH:33]([N:19]2[CH2:20][CH2:21][CH:16]([CH3:15])[CH2:17][CH2:18]2)[CH2:32]1)[C:25]1[CH:30]=[CH:29][CH:28]=[CH:27][CH:26]=1. The catalyst class is: 559.